This data is from Catalyst prediction with 721,799 reactions and 888 catalyst types from USPTO. The task is: Predict which catalyst facilitates the given reaction. (1) Reactant: [NH2:1][CH2:2][CH2:3][O:4][CH2:5][CH2:6][O:7][CH2:8][CH2:9][OH:10].[CH3:11][Si:12]([CH3:31])([CH2:25][CH2:26][Si:27]([CH3:30])([CH3:29])[CH3:28])[O:13][Si:14]([CH3:24])([CH3:23])[CH2:15][CH2:16][CH2:17][O:18][CH2:19][CH:20]1[CH2:22][O:21]1. Product: [OH:10][CH2:9][CH2:8][O:7][CH2:6][CH2:5][O:4][CH2:3][CH2:2][NH:1][CH2:22][CH:20]([OH:21])[CH2:19][O:18][CH2:17][CH2:16][CH2:15][Si:14]([CH3:23])([CH3:24])[O:13][Si:12]([CH3:31])([CH3:11])[CH2:25][CH2:26][Si:27]([CH3:30])([CH3:29])[CH3:28]. The catalyst class is: 8. (2) Reactant: Br[C:2]1[CH:11]=[C:10]2[C:5]([C:6]([C:13]3[CH:18]=[CH:17][C:16]([C:19]4([F:23])[CH2:22][O:21][CH2:20]4)=[CH:15][C:14]=3[O:24][CH3:25])=[N:7][C:8]([CH3:12])=[N:9]2)=[CH:4][CH:3]=1.CC1(C)C2C(=C(P(C3C=CC=CC=3)C3C=CC=CC=3)C=CC=2)OC2C(P(C3C=CC=CC=3)C3C=CC=CC=3)=CC=CC1=2.CCN(C(C)C)C(C)C.[CH2:77]([SH:84])[C:78]1[CH:83]=[CH:82][CH:81]=[CH:80][CH:79]=1. Product: [CH2:77]([S:84][C:2]1[CH:11]=[C:10]2[C:5]([C:6]([C:13]3[CH:18]=[CH:17][C:16]([C:19]4([F:23])[CH2:22][O:21][CH2:20]4)=[CH:15][C:14]=3[O:24][CH3:25])=[N:7][C:8]([CH3:12])=[N:9]2)=[CH:4][CH:3]=1)[C:78]1[CH:83]=[CH:82][CH:81]=[CH:80][CH:79]=1. The catalyst class is: 110. (3) Reactant: [F:1][C:2]1[CH:3]=[C:4]([C@H:9]2[NH:14][C:13](=[O:15])[C:12]([CH3:17])([CH3:16])[CH2:11][CH2:10]2)[CH:5]=[CH:6][C:7]=1[CH3:8].[H-].[Na+].Br[CH2:21][C:22]([O:24]C)=[O:23].[OH-].[Na+]. Product: [F:1][C:2]1[CH:3]=[C:4]([C@H:9]2[N:14]([CH2:21][C:22]([OH:24])=[O:23])[C:13](=[O:15])[C:12]([CH3:17])([CH3:16])[CH2:11][CH2:10]2)[CH:5]=[CH:6][C:7]=1[CH3:8]. The catalyst class is: 3. (4) Reactant: [CH2:1]([O:3][C:4]([C:6]1[CH:11]=[C:10]([OH:12])[CH:9]=[C:8]([C:13]([O:15][CH2:16][CH3:17])=[O:14])[N:7]=1)=[O:5])[CH3:2].C([O-])([O-])=O.[K+].[K+].[CH2:24](Br)[C:25]1[CH:30]=[CH:29][CH:28]=[CH:27][CH:26]=1. Product: [CH2:24]([O:12][C:10]1[CH:9]=[C:8]([C:13]([O:15][CH2:16][CH3:17])=[O:14])[N:7]=[C:6]([C:4]([O:3][CH2:1][CH3:2])=[O:5])[CH:11]=1)[C:25]1[CH:30]=[CH:29][CH:28]=[CH:27][CH:26]=1. The catalyst class is: 10. (5) Reactant: F[C:2]1[CH:3]=[C:4]([CH:7]=[C:8](F)[CH:9]=1)[CH:5]=O.[CH2:11]([O:18][C:19]([NH:21][CH:22](P(OC)(OC)=O)[C:23]([O:25][CH3:26])=[O:24])=[O:20])[C:12]1[CH:17]=[CH:16][CH:15]=[CH:14][CH:13]=1. Product: [CH2:11]([O:18][C:19]([NH:21]/[C:22](=[CH:5]\[C:4]1[CH:7]=[CH:8][CH:9]=[CH:2][CH:3]=1)/[C:23]([O:25][CH3:26])=[O:24])=[O:20])[C:12]1[CH:13]=[CH:14][CH:15]=[CH:16][CH:17]=1. The catalyst class is: 1. (6) Reactant: [OH:1][C:2]1[CH:14]=[CH:13][C:5]2[C:6]([C:9]([F:12])([F:11])[F:10])=[N:7][O:8][C:4]=2[C:3]=1[CH2:15][CH2:16][CH3:17].N1C=CC=CC=1.[O:24](S(C(F)(F)F)(=O)=O)[S:25]([C:28]([F:31])([F:30])[F:29])(=O)=[O:26].[OH-].[Na+]. Product: [F:29][C:28]([F:31])([F:30])[S:25]([O:1][C:2]1[CH:14]=[CH:13][C:5]2[C:6]([C:9]([F:12])([F:11])[F:10])=[N:7][O:8][C:4]=2[C:3]=1[CH2:15][CH2:16][CH3:17])(=[O:26])=[O:24]. The catalyst class is: 2.